From a dataset of Catalyst prediction with 721,799 reactions and 888 catalyst types from USPTO. Predict which catalyst facilitates the given reaction. (1) Reactant: [NH:1]1[CH2:5][CH2:4][CH:3]([OH:6])[CH2:2]1.Cl[C:8]1[C:17]2[C:12](=[CH:13][CH:14]=[CH:15][CH:16]=2)[N:11]=[CH:10][CH:9]=1. Product: [N:11]1[C:12]2[C:17](=[CH:16][CH:15]=[CH:14][CH:13]=2)[C:8]([N:1]2[CH2:5][CH2:4][CH:3]([OH:6])[CH2:2]2)=[CH:9][CH:10]=1. The catalyst class is: 32. (2) Reactant: [F:1][C:2]1[CH:7]=[CH:6][CH:5]=[CH:4][C:3]=1[C@@H:8]([NH:10][C:11]1[S:12][C:13]([C:18]2[CH:25]=[CH:24][C:21]([C:22]#[N:23])=[CH:20][CH:19]=2)([CH3:17])[C:14](=[O:16])[N:15]=1)[CH3:9].[OH-:26].[K+].Cl. Product: [F:1][C:2]1[CH:7]=[CH:6][CH:5]=[CH:4][C:3]=1[C@@H:8]([NH:10][C:11]1[S:12][C:13]([C:18]2[CH:19]=[CH:20][C:21]([C:22]([NH2:23])=[O:26])=[CH:24][CH:25]=2)([CH3:17])[C:14](=[O:16])[N:15]=1)[CH3:9]. The catalyst class is: 218. (3) Reactant: [CH2:1]([O:5][C@:6]12[C@@H:19]3[N:20]([CH3:23])[CH2:21][CH2:22][C@:11]41[C:12]1[C:13]([O:25][C@H:10]4[C:9](=[O:26])[CH2:8][CH2:7]2)=[C:14]([OH:24])[CH:15]=[CH:16][C:17]=1[CH2:18]3)[CH2:2][CH2:3][CH3:4].[CH3:27][I:28]. Product: [I-:28].[CH2:1]([O:5][C@:6]12[C@@H:19]3[N+:20]([CH3:27])([CH3:23])[CH2:21][CH2:22][C@:11]41[C:12]1[C:13]([O:25][C@H:10]4[C:9](=[O:26])[CH2:8][CH2:7]2)=[C:14]([OH:24])[CH:15]=[CH:16][C:17]=1[CH2:18]3)[CH2:2][CH2:3][CH3:4]. The catalyst class is: 6.